Dataset: Catalyst prediction with 721,799 reactions and 888 catalyst types from USPTO. Task: Predict which catalyst facilitates the given reaction. (1) Reactant: [C:1]([O:5][C:6]([N:8]1[CH2:13][CH2:12][N:11]([C:14]2[C:22]([Cl:23])=[CH:21][C:17]([C:18](O)=[O:19])=[CH:16][N:15]=2)[CH2:10][CH2:9]1)=[O:7])([CH3:4])([CH3:3])[CH3:2].CCN=C=NCCCN(C)C.C1C=CC2N(O)N=NC=2C=1.[NH2:45][CH2:46][CH:47]([OH:50])[CH2:48][CH3:49].CCN(C(C)C)C(C)C. Product: [Cl:23][C:22]1[C:14]([N:11]2[CH2:10][CH2:9][N:8]([C:6]([O:5][C:1]([CH3:3])([CH3:4])[CH3:2])=[O:7])[CH2:13][CH2:12]2)=[N:15][CH:16]=[C:17]([C:18]([NH:45][CH2:46][CH:47]([OH:50])[CH2:48][CH3:49])=[O:19])[CH:21]=1. The catalyst class is: 2. (2) Reactant: [H-].[Na+].[CH2:3]([O:10][C:11]1[CH:12]=[CH:13][C:14]([N+:19]([O-:21])=[O:20])=[C:15]([CH:18]=1)[NH:16][CH3:17])[C:4]1[CH:9]=[CH:8][CH:7]=[CH:6][CH:5]=1.Cl[C:23]([CH2:25][O:26][C:27]1[CH:28]=[C:29]([CH:34]=[CH:35][CH:36]=1)[C:30]([O:32][CH3:33])=[O:31])=[O:24]. Product: [CH2:3]([O:10][C:11]1[CH:12]=[CH:13][C:14]([N+:19]([O-:21])=[O:20])=[C:15]([N:16]([CH3:17])[C:23](=[O:24])[CH2:25][O:26][C:27]2[CH:28]=[C:29]([CH:34]=[CH:35][CH:36]=2)[C:30]([O:32][CH3:33])=[O:31])[CH:18]=1)[C:4]1[CH:5]=[CH:6][CH:7]=[CH:8][CH:9]=1. The catalyst class is: 7. (3) Reactant: [CH3:1][O:2][C:3]1[C:4]([NH2:9])=[N:5][CH:6]=[CH:7][N:8]=1.[Cl:10][C:11]1[C:15]([Cl:16])=[C:14]([Cl:17])[S:13][C:12]=1[S:18](Cl)(=[O:20])=[O:19].CC(C)([O-])C.[K+].Cl. Product: [Cl:10][C:11]1[C:15]([Cl:16])=[C:14]([Cl:17])[S:13][C:12]=1[S:18]([NH:9][C:4]1[C:3]([O:2][CH3:1])=[N:8][CH:7]=[CH:6][N:5]=1)(=[O:20])=[O:19]. The catalyst class is: 7. (4) Reactant: [C:1]([O:5][C:6](=[O:16])[NH:7][C:8]1[CH:13]=[C:12]([NH2:14])[CH:11]=[CH:10][C:9]=1[F:15])([CH3:4])([CH3:3])[CH3:2].[CH:17](O)=[O:18].C(OC(=O)C)(=O)C.C(=O)([O-])O.[Na+]. Product: [F:15][C:9]1[CH:10]=[CH:11][C:12]([NH:14][CH:17]=[O:18])=[CH:13][C:8]=1[NH:7][C:6](=[O:16])[O:5][C:1]([CH3:4])([CH3:2])[CH3:3]. The catalyst class is: 7. (5) Reactant: [C:1]([C:3]1([C:7]2[CH:14]=[CH:13][C:10]([C:11]#[N:12])=[CH:9][CH:8]=2)[CH2:6][CH2:5][CH2:4]1)#[N:2].[Li][CH3:16].[BH4-].[Na+].Cl. Product: [NH2:12][CH:11]([C:10]1[CH:9]=[CH:8][C:7]([C:3]2([C:1]#[N:2])[CH2:6][CH2:5][CH2:4]2)=[CH:14][CH:13]=1)[CH3:16]. The catalyst class is: 92. (6) Reactant: [C:1]1([CH2:7][CH2:8][CH2:9][CH2:10][CH2:11][CH2:12][CH2:13][CH2:14][CH2:15][CH2:16][C:17]2[C:25]3[S:26][CH:27]=[CH:28][C:24]=3[C:23]([CH2:29][CH2:30][CH2:31][CH2:32][CH2:33][CH2:34][CH2:35][CH2:36][CH2:37][CH2:38][C:39]3[CH:44]=[CH:43][CH:42]=[CH:41][CH:40]=3)=[C:19]3[S:20][CH:21]=[CH:22][C:18]=23)[CH:6]=[CH:5][CH:4]=[CH:3][CH:2]=1.C([Li])CCC.[CH3:50][Sn:51](Cl)([CH3:53])[CH3:52].O. Product: [C:1]1([CH2:7][CH2:8][CH2:9][CH2:10][CH2:11][CH2:12][CH2:13][CH2:14][CH2:15][CH2:16][C:17]2[C:25]3[S:26][C:27]([Sn:51]([CH3:53])([CH3:52])[CH3:50])=[CH:28][C:24]=3[C:23]([CH2:29][CH2:30][CH2:31][CH2:32][CH2:33][CH2:34][CH2:35][CH2:36][CH2:37][CH2:38][C:39]3[CH:44]=[CH:43][CH:42]=[CH:41][CH:40]=3)=[C:19]3[S:20][C:21]([Sn:51]([CH3:53])([CH3:52])[CH3:50])=[CH:22][C:18]=23)[CH:2]=[CH:3][CH:4]=[CH:5][CH:6]=1. The catalyst class is: 7. (7) Reactant: O1CCCCC1[O:7][CH:8]([C:21]1[CH:26]=[CH:25][C:24]([C:27]([CH3:30])([CH3:29])[CH3:28])=[CH:23][CH:22]=1)[CH2:9][O:10][C:11]1[C:20]2[C:15](=[CH:16][CH:17]=[CH:18][CH:19]=2)[N:14]=[CH:13][N:12]=1.C1(C)C=CC(S([O-])(=O)=O)=CC=1.[NH+]1C=CC=CC=1. Product: [OH:7][CH:8]([C:21]1[CH:22]=[CH:23][C:24]([C:27]([CH3:30])([CH3:29])[CH3:28])=[CH:25][CH:26]=1)[CH2:9][O:10][C:11]1[C:20]2[C:15](=[CH:16][CH:17]=[CH:18][CH:19]=2)[N:14]=[CH:13][N:12]=1. The catalyst class is: 8. (8) Reactant: [CH3:1][O:2][C:3]1[CH:4]=[C:5]2[C:10](=[CH:11][CH:12]=1)[O:9][CH:8]([C:13]1[CH:18]=[CH:17][CH:16]=[CH:15][CH:14]=1)[C:7]([CH2:19][NH2:20])=[CH:6]2.C(N(CC)CC)C.[C:28](Cl)(=[O:32])[CH2:29][CH2:30][CH3:31].Cl. Product: [CH3:1][O:2][C:3]1[CH:4]=[C:5]2[C:10](=[CH:11][CH:12]=1)[O:9][CH:8]([C:13]1[CH:18]=[CH:17][CH:16]=[CH:15][CH:14]=1)[C:7]([CH2:19][NH:20][C:28](=[O:32])[CH2:29][CH2:30][CH3:31])=[CH:6]2. The catalyst class is: 4.